From a dataset of Forward reaction prediction with 1.9M reactions from USPTO patents (1976-2016). Predict the product of the given reaction. Given the reactants [CH3:1][O:2][C:3]1[CH:4]=[C:5]([CH:8]=[C:9]([O:11][CH3:12])[CH:10]=1)[C:6]#[N:7].[Br-:13].[Br-].[Br-].[NH+]1C=CC=CC=1.[NH+]1C=CC=CC=1.[NH+]1C=CC=CC=1, predict the reaction product. The product is: [Br:13][C:4]1[C:5]([C:6]#[N:7])=[CH:8][C:9]([O:11][CH3:12])=[CH:10][C:3]=1[O:2][CH3:1].